The task is: Predict the reactants needed to synthesize the given product.. This data is from Full USPTO retrosynthesis dataset with 1.9M reactions from patents (1976-2016). The reactants are: [CH:1]1([N:5]2[CH2:11][CH2:10][C:9]3[CH:12]=[C:13]([O:17][CH2:18][C:19]4[CH:24]=[CH:23][CH:22]=[CH:21][CH:20]=4)[C:14](I)=[CH:15][C:8]=3[CH2:7][CH2:6]2)[CH2:4][CH2:3][CH2:2]1.[C-:25]#[N:26].[Na+]. Given the product [CH:1]1([N:5]2[CH2:11][CH2:10][C:9]3[CH:12]=[C:13]([O:17][CH2:18][C:19]4[CH:24]=[CH:23][CH:22]=[CH:21][CH:20]=4)[C:14]([C:25]#[N:26])=[CH:15][C:8]=3[CH2:7][CH2:6]2)[CH2:4][CH2:3][CH2:2]1, predict the reactants needed to synthesize it.